From a dataset of Catalyst prediction with 721,799 reactions and 888 catalyst types from USPTO. Predict which catalyst facilitates the given reaction. (1) Reactant: Cl[C:2]1[N:3]([CH2:10][C@@:11]([CH3:26])([OH:25])[CH2:12][N:13]2[CH2:18][CH2:17][CH:16]([C:19]3[CH:24]=[CH:23][CH:22]=[CH:21][CH:20]=3)[CH2:15][CH2:14]2)[CH:4]=[C:5]([N+:7]([O-:9])=[O:8])[N:6]=1.[H-].[Na+].O. Product: [CH3:26][C@@:11]1([CH2:12][N:13]2[CH2:18][CH2:17][CH:16]([C:19]3[CH:24]=[CH:23][CH:22]=[CH:21][CH:20]=3)[CH2:15][CH2:14]2)[O:25][C:2]2=[N:6][C:5]([N+:7]([O-:9])=[O:8])=[CH:4][N:3]2[CH2:10]1. The catalyst class is: 3. (2) Reactant: [F:1][C:2]1[CH:3]=[N:4][C:5]([C@@H:8]([NH:10][C:11]2[N:16]=[C:15]([NH2:17])[N:14]=[C:13]([N:18]3[CH2:23][CH2:22][O:21][CH2:20][CH2:19]3)[N:12]=2)[CH3:9])=[N:6][CH:7]=1.Br[C:25]1[N:26]=[CH:27][S:28][CH:29]=1.CC1(C)C2C(=C(P(C3C=CC=CC=3)C3C=CC=CC=3)C=CC=2)OC2C(P(C3C=CC=CC=3)C3C=CC=CC=3)=CC=CC1=2. Product: [F:1][C:2]1[CH:3]=[N:4][C:5]([C@@H:8]([NH:10][C:11]2[N:16]=[C:15]([NH:17][C:25]3[N:26]=[CH:27][S:28][CH:29]=3)[N:14]=[C:13]([N:18]3[CH2:19][CH2:20][O:21][CH2:22][CH2:23]3)[N:12]=2)[CH3:9])=[N:6][CH:7]=1. The catalyst class is: 110. (3) Reactant: [Cl:1][C:2]1[CH:8]=[CH:7][C:5]([NH2:6])=[C:4]([CH3:9])[CH:3]=1.C(N(CC)C(C)C)(C)C.[C:19]([O:22][C:23]1[C:24](=[CH:28][CH:29]=[CH:30][CH:31]=1)[C:25](Cl)=[O:26])(=[O:21])[CH3:20]. Product: [C:19]([O:22][C:23]1[CH:31]=[CH:30][CH:29]=[CH:28][C:24]=1[C:25]([NH:6][C:5]1[CH:7]=[CH:8][C:2]([Cl:1])=[CH:3][C:4]=1[CH3:9])=[O:26])(=[O:21])[CH3:20]. The catalyst class is: 11. (4) Reactant: [OH-].[Li+].C[O:4][C:5](=[O:27])[C:6]1[CH:11]=[CH:10][CH:9]=[CH:8][C:7]=1[NH:12][C:13](=[O:26])[CH2:14][NH:15][C:16]([O:18][CH2:19][C:20]1[CH:25]=[CH:24][CH:23]=[CH:22][CH:21]=1)=[O:17].Cl. The catalyst class is: 127. Product: [CH2:19]([O:18][C:16]([NH:15][CH2:14][C:13]([NH:12][C:7]1[CH:8]=[CH:9][CH:10]=[CH:11][C:6]=1[C:5]([OH:27])=[O:4])=[O:26])=[O:17])[C:20]1[CH:25]=[CH:24][CH:23]=[CH:22][CH:21]=1. (5) Reactant: [CH:1]1([CH2:7][S:8]([NH:11][CH2:12][CH2:13][CH2:14][CH2:15][N:16]2[CH2:21][CH2:20][N:19](C(OC(C)(C)C)=O)[CH2:18][CH2:17]2)(=[O:10])=[O:9])[CH2:6][CH2:5][CH2:4][CH2:3][CH2:2]1.FC(F)(F)C(O)=O. Product: [CH:1]1([CH2:7][S:8]([NH:11][CH2:12][CH2:13][CH2:14][CH2:15][N:16]2[CH2:21][CH2:20][NH:19][CH2:18][CH2:17]2)(=[O:10])=[O:9])[CH2:6][CH2:5][CH2:4][CH2:3][CH2:2]1. The catalyst class is: 4. (6) Reactant: [C:1]1([N:7]([CH2:22][CH2:23][C:24]([O:26][CH2:27][CH3:28])=[O:25])[C:8]([C:10]2[CH:11]=[CH:12][C:13]3[S:17][C:16]([CH2:18]OC)=[N:15][C:14]=3[CH:21]=2)=[O:9])[CH:6]=[CH:5][CH:4]=[CH:3][CH:2]=1.B(Br)(Br)[Br:30]. Product: [C:1]1([N:7]([CH2:22][CH2:23][C:24]([O:26][CH2:27][CH3:28])=[O:25])[C:8]([C:10]2[CH:11]=[CH:12][C:13]3[S:17][C:16]([CH2:18][Br:30])=[N:15][C:14]=3[CH:21]=2)=[O:9])[CH:6]=[CH:5][CH:4]=[CH:3][CH:2]=1. The catalyst class is: 4.